The task is: Predict which catalyst facilitates the given reaction.. This data is from Catalyst prediction with 721,799 reactions and 888 catalyst types from USPTO. (1) Reactant: [CH3:1][N:2](C(ON1N=NC2C=CC=NC1=2)=[N+](C)C)C.F[P-](F)(F)(F)(F)F.CN.CCN(C(C)C)C(C)C.[C:36]([O:40][C:41]([C:43]1[CH:44]=[CH:45][C:46]([CH3:68])=[C:47]([C:49]2[CH:50]=[C:51]3[C:57]([C:58](O)=[O:59])=[C:56]([C:61]4[CH:66]=[CH:65][C:64]([F:67])=[CH:63][CH:62]=4)[O:55][C:52]3=[N:53][CH:54]=2)[CH:48]=1)=[O:42])([CH3:39])([CH3:38])[CH3:37]. Product: [F:67][C:64]1[CH:65]=[CH:66][C:61]([C:56]2[O:55][C:52]3=[N:53][CH:54]=[C:49]([C:47]4[CH:48]=[C:43]([CH:44]=[CH:45][C:46]=4[CH3:68])[C:41]([O:40][C:36]([CH3:37])([CH3:38])[CH3:39])=[O:42])[CH:50]=[C:51]3[C:57]=2[C:58](=[O:59])[NH:2][CH3:1])=[CH:62][CH:63]=1. The catalyst class is: 31. (2) Reactant: [Br:1][C:2]1[C:3]([OH:11])=[CH:4][C:5]([Cl:10])=[C:6]([CH:9]=1)[C:7]#[N:8].[CH2:12](Br)[CH:13]=[CH2:14].C([O-])([O-])=O.[K+].[K+]. Product: [CH2:14]([O:11][C:3]1[C:2]([Br:1])=[CH:9][C:6]([C:7]#[N:8])=[C:5]([Cl:10])[CH:4]=1)[CH:13]=[CH2:12]. The catalyst class is: 21. (3) Reactant: [CH:1]1([CH2:6][CH:7]([C:11]2[CH:16]=[CH:15][C:14]([Cl:17])=[C:13]([Cl:18])[CH:12]=2)[C:8]([OH:10])=O)[CH2:5][CH2:4][CH2:3][CH2:2]1.F[P-](F)(F)(F)(F)F.N1(O[P+](N(C)C)(N(C)C)N(C)C)C2C=CC=CC=2N=N1.C(N(CC)C(C)C)(C)C.S(O)(O)(=O)=O.[NH2:60][C:61]1[NH:62][CH:63]=[CH:64][N:65]=1. Product: [CH:1]1([CH2:6][CH:7]([C:11]2[CH:16]=[CH:15][C:14]([Cl:17])=[C:13]([Cl:18])[CH:12]=2)[C:8]([NH:60][C:61]2[NH:62][CH:63]=[CH:64][N:65]=2)=[O:10])[CH2:2][CH2:3][CH2:4][CH2:5]1. The catalyst class is: 9. (4) Reactant: [Cl:1][C:2]1[C:10]2[N:9]=[C:8]3[N:11]([C:16]4[CH:17]=[N:18][C:19]([O:23]C)=[CH:20][C:21]=4[CH3:22])[CH2:12][CH2:13][CH2:14][CH2:15][N:7]3[C:6]=2[C:5]([CH:25]([CH2:28][CH3:29])[CH2:26][CH3:27])=[CH:4][CH:3]=1.[I-].[Na+].C(#N)C.Cl[Si](C)(C)C. Product: [Cl:1][C:2]1[C:10]2[N:9]=[C:8]3[N:11]([C:16]4[C:21]([CH3:22])=[CH:20][C:19](=[O:23])[NH:18][CH:17]=4)[CH2:12][CH2:13][CH2:14][CH2:15][N:7]3[C:6]=2[C:5]([CH:25]([CH2:26][CH3:27])[CH2:28][CH3:29])=[CH:4][CH:3]=1. The catalyst class is: 662. (5) Reactant: [N+:1]([C:4]1[CH:5]=[CH:6][C:7]([N:10]2[CH2:15][CH2:14][N:13]([C:16]3[N:21]=[CH:20][CH:19]=[CH:18][N:17]=3)[CH2:12][CH2:11]2)=[N:8][CH:9]=1)([O-])=O.Cl[Sn]Cl. Product: [N:17]1[CH:18]=[CH:19][CH:20]=[N:21][C:16]=1[N:13]1[CH2:12][CH2:11][N:10]([C:7]2[N:8]=[CH:9][C:4]([NH2:1])=[CH:5][CH:6]=2)[CH2:15][CH2:14]1. The catalyst class is: 33. (6) Reactant: [Br:1][C:2]1[CH:3]=[CH:4][C:5]([F:10])=[C:6]([CH:9]=1)[CH:7]=[O:8].[CH2:11](O)[CH2:12][OH:13].C1(C)C=CC(S(O)(=O)=O)=CC=1. Product: [Br:1][C:2]1[CH:3]=[CH:4][C:5]([F:10])=[C:6]([CH:7]2[O:13][CH2:12][CH2:11][O:8]2)[CH:9]=1. The catalyst class is: 11. (7) Reactant: [Br:1][C:2]1[CH:3]=[C:4]2[C:9](=[C:10]([CH2:12][N:13]([CH:16]3[CH2:18][CH2:17]3)[CH:14]=O)[CH:11]=1)[O:8][C:7]([CH3:20])([CH3:19])[CH2:6][C:5]2([CH3:22])[CH3:21].B. Product: [Br:1][C:2]1[CH:3]=[C:4]2[C:9](=[C:10]([CH2:12][N:13]([CH:16]3[CH2:18][CH2:17]3)[CH3:14])[CH:11]=1)[O:8][C:7]([CH3:20])([CH3:19])[CH2:6][C:5]2([CH3:22])[CH3:21]. The catalyst class is: 7. (8) Reactant: [N+:1]([C:4]1[CH:9]=[CH:8][C:7]([N:10]2[CH2:15][CH2:14][O:13][CH2:12][C:11]2=[O:16])=[C:6]([C:17]([F:20])([F:19])[F:18])[CH:5]=1)([O-])=O. Product: [NH2:1][C:4]1[CH:9]=[CH:8][C:7]([N:10]2[CH2:15][CH2:14][O:13][CH2:12][C:11]2=[O:16])=[C:6]([C:17]([F:20])([F:19])[F:18])[CH:5]=1. The catalyst class is: 19. (9) Reactant: CCN(C(C)C)C(C)C.[C:10]1([C:16]2[CH:24]=[CH:23][C:19]([C:20](Cl)=[O:21])=[CH:18][CH:17]=2)[CH:15]=[CH:14][CH:13]=[CH:12][CH:11]=1.C(O)(=O)/C=C\C(O)=O.[Cl:33][C:34]1[CH:53]=[CH:52][C:37]2[O:38][C:39]3[CH:51]=[CH:50][CH:49]=[CH:48][C:40]=3[C@@H:41]3[C@H:46]([NH2:47])[CH2:45][CH2:44][CH2:43][N:42]3[C:36]=2[CH:35]=1. Product: [Cl:33][C:34]1[CH:53]=[CH:52][C:37]2[O:38][C:39]3[CH:51]=[CH:50][CH:49]=[CH:48][C:40]=3[C@@H:41]3[C@H:46]([NH:47][C:20](=[O:21])[C:19]4[CH:23]=[CH:24][C:16]([C:10]5[CH:15]=[CH:14][CH:13]=[CH:12][CH:11]=5)=[CH:17][CH:18]=4)[CH2:45][CH2:44][CH2:43][N:42]3[C:36]=2[CH:35]=1. The catalyst class is: 2.